Task: Regression. Given two drug SMILES strings and cell line genomic features, predict the synergy score measuring deviation from expected non-interaction effect.. Dataset: NCI-60 drug combinations with 297,098 pairs across 59 cell lines Drug 1: CC1=C(C=C(C=C1)NC2=NC=CC(=N2)N(C)C3=CC4=NN(C(=C4C=C3)C)C)S(=O)(=O)N.Cl. Drug 2: C1CCC(CC1)NC(=O)N(CCCl)N=O. Cell line: NCI/ADR-RES. Synergy scores: CSS=25.4, Synergy_ZIP=-2.44, Synergy_Bliss=5.59, Synergy_Loewe=3.69, Synergy_HSA=3.50.